This data is from Full USPTO retrosynthesis dataset with 1.9M reactions from patents (1976-2016). The task is: Predict the reactants needed to synthesize the given product. (1) Given the product [F:4][C:3]([F:6])([F:5])[C:1]([OH:7])=[O:2].[CH3:8][C:9]1[N:14]=[C:13]([C:15]2[S:19][C:18]([C:20]([OH:22])=[O:21])=[N:17][CH:16]=2)[CH:12]=[CH:11][N:10]=1, predict the reactants needed to synthesize it. The reactants are: [C:1]([OH:7])([C:3]([F:6])([F:5])[F:4])=[O:2].[CH3:8][C:9]1[N:14]=[C:13]([C:15]2[S:19][C:18]([C:20]([O:22]C(C)(C)C)=[O:21])=[N:17][CH:16]=2)[CH:12]=[CH:11][N:10]=1. (2) Given the product [CH3:13][C:14]1([CH3:21])[NH:19][CH2:18][CH2:17][N:16]([C:2]2[CH:7]=[CH:6][C:5]([O:8][CH3:9])=[C:4]([N+:10]([O-:12])=[O:11])[CH:3]=2)[C:15]1=[O:20], predict the reactants needed to synthesize it. The reactants are: Br[C:2]1[CH:7]=[CH:6][C:5]([O:8][CH3:9])=[C:4]([N+:10]([O-:12])=[O:11])[CH:3]=1.[CH3:13][C:14]1([CH3:21])[NH:19][CH2:18][CH2:17][NH:16][C:15]1=[O:20].P([O-])([O-])([O-])=O.[K+].[K+].[K+].[C@@H]1(N)CCCC[C@H]1N.N. (3) Given the product [OH:4][CH2:3][C:2]([NH:1][C:17]1[CH:24]=[CH:23][C:20]([C:21]#[N:22])=[C:19]([C:25]([F:26])([F:28])[F:27])[CH:18]=1)([CH3:6])[CH3:5], predict the reactants needed to synthesize it. The reactants are: [NH2:1][C:2]([CH3:6])([CH3:5])[CH2:3][OH:4].CCN(C(C)C)C(C)C.F[C:17]1[CH:24]=[CH:23][C:20]([C:21]#[N:22])=[C:19]([C:25]([F:28])([F:27])[F:26])[CH:18]=1. (4) Given the product [Br:8][C:5]1[N:6]=[CH:7][C:2]2[N:3]([CH:10]=[C:11]([C:13]3[C:22]4[O:21][CH2:20][CH2:19][O:18][C:17]=4[CH:16]=[CH:15][CH:14]=3)[N:1]=2)[CH:4]=1, predict the reactants needed to synthesize it. The reactants are: [NH2:1][C:2]1[CH:7]=[N:6][C:5]([Br:8])=[CH:4][N:3]=1.Br[CH2:10][C:11]([C:13]1[C:22]2[O:21][CH2:20][CH2:19][O:18][C:17]=2[CH:16]=[CH:15][CH:14]=1)=O.[OH-].[Na+]. (5) Given the product [Cl:10][C:11]1[CH:12]=[C:13]([CH:19]=[CH:20][C:21]=1[S:22](=[O:36])(=[O:35])[N:23]([C:3]1[C:2]([Cl:1])=[CH:7][C:6]([Cl:8])=[CH:5][N:4]=1)[CH2:24][C:25]1[CH:26]=[C:27]2[C:31](=[CH:32][CH:33]=1)[N:30]([CH3:34])[CH:29]=[CH:28]2)[C:14]([O:16][CH2:17][CH3:18])=[O:15], predict the reactants needed to synthesize it. The reactants are: [Cl:1][C:2]1[C:3](F)=[N:4][CH:5]=[C:6]([Cl:8])[CH:7]=1.[Cl:10][C:11]1[CH:12]=[C:13]([CH:19]=[CH:20][C:21]=1[S:22](=[O:36])(=[O:35])[NH:23][CH2:24][C:25]1[CH:26]=[C:27]2[C:31](=[CH:32][CH:33]=1)[N:30]([CH3:34])[CH:29]=[CH:28]2)[C:14]([O:16][CH2:17][CH3:18])=[O:15]. (6) Given the product [CH3:1][N:2]1[CH2:7][CH2:6][N:5]([CH2:8][C:9]2[CH:10]=[CH:11][C:12]([NH:15][C:16]3[N:21]=[C:20]([C:22]4[C:23]([C:27]5[CH:32]=[CH:31][C:30]([CH3:33])=[CH:29][CH:28]=5)=[N:24][N:25]([CH:38]5[CH2:39][CH2:40][N:35]([CH3:34])[CH2:36][CH2:37]5)[CH:26]=4)[CH:19]=[CH:18][N:17]=3)=[CH:13][CH:14]=2)[CH2:4][CH2:3]1, predict the reactants needed to synthesize it. The reactants are: [CH3:1][N:2]1[CH2:7][CH2:6][N:5]([CH2:8][C:9]2[CH:14]=[CH:13][C:12]([NH:15][C:16]3[N:21]=[C:20]([C:22]4[C:23]([C:27]5[CH:32]=[CH:31][C:30]([CH3:33])=[CH:29][CH:28]=5)=[N:24][NH:25][CH:26]=4)[CH:19]=[CH:18][N:17]=3)=[CH:11][CH:10]=2)[CH2:4][CH2:3]1.[CH3:34][N:35]1[CH2:40][CH2:39][CH:38](O)[CH2:37][CH2:36]1. (7) Given the product [OH:23][C:24]1[CH:25]=[CH:26][C:29]([C:2]2[N:7]=[C:6]3[N:8]([CH2:13][C:14]4[CH:19]=[CH:18][CH:17]=[C:16]([O:20][CH3:21])[CH:15]=4)[C:9](=[O:12])[CH2:10][NH:11][C:5]3=[N:4][CH:3]=2)=[CH:30][CH:31]=1, predict the reactants needed to synthesize it. The reactants are: Br[C:2]1[N:7]=[C:6]2[N:8]([CH2:13][C:14]3[CH:19]=[CH:18][CH:17]=[C:16]([O:20][CH3:21])[CH:15]=3)[C:9](=[O:12])[CH2:10][NH:11][C:5]2=[N:4][CH:3]=1.C[O:23][C:24]1[CH:25]=[C:26]([CH:29]=[CH:30][CH:31]=1)CN.C(N(C(C)C)CC)(C)C. (8) Given the product [O:1]1[CH:5]=[CH:4][CH:3]=[C:2]1[C:6]1[O:7][C:8]([CH3:39])=[C:9]([CH2:11][O:12][C:13]2[CH:14]=[CH:15][C:16]([CH2:17][O:18][C:19]3[C:23](/[CH:24]=[CH:25]/[C:26]([OH:28])=[O:27])=[CH:22][N:21]([C:31]4[CH:32]=[CH:33][CH:34]=[CH:35][CH:36]=4)[N:20]=3)=[CH:37][CH:38]=2)[N:10]=1, predict the reactants needed to synthesize it. The reactants are: [O:1]1[CH:5]=[CH:4][CH:3]=[C:2]1[C:6]1[O:7][C:8]([CH3:39])=[C:9]([CH2:11][O:12][C:13]2[CH:38]=[CH:37][C:16]([CH2:17][O:18][C:19]3[C:23](/[CH:24]=[CH:25]/[C:26]([O:28]CC)=[O:27])=[CH:22][N:21]([C:31]4[CH:36]=[CH:35][CH:34]=[CH:33][CH:32]=4)[N:20]=3)=[CH:15][CH:14]=2)[N:10]=1.O1CCCC1.[OH-].[Na+].Cl.